From a dataset of NCI-60 drug combinations with 297,098 pairs across 59 cell lines. Regression. Given two drug SMILES strings and cell line genomic features, predict the synergy score measuring deviation from expected non-interaction effect. (1) Drug 1: C1=CC(=CC=C1CCC2=CNC3=C2C(=O)NC(=N3)N)C(=O)NC(CCC(=O)O)C(=O)O. Drug 2: CS(=O)(=O)CCNCC1=CC=C(O1)C2=CC3=C(C=C2)N=CN=C3NC4=CC(=C(C=C4)OCC5=CC(=CC=C5)F)Cl. Cell line: OVCAR-4. Synergy scores: CSS=27.3, Synergy_ZIP=-3.47, Synergy_Bliss=-6.21, Synergy_Loewe=-9.13, Synergy_HSA=-5.32. (2) Drug 1: C1=C(C(=O)NC(=O)N1)N(CCCl)CCCl. Drug 2: CC1=C2C(C(=O)C3(C(CC4C(C3C(C(C2(C)C)(CC1OC(=O)C(C(C5=CC=CC=C5)NC(=O)OC(C)(C)C)O)O)OC(=O)C6=CC=CC=C6)(CO4)OC(=O)C)O)C)O. Cell line: UACC62. Synergy scores: CSS=30.3, Synergy_ZIP=-6.42, Synergy_Bliss=-3.42, Synergy_Loewe=-6.66, Synergy_HSA=-0.593. (3) Drug 1: CC12CCC3C(C1CCC2=O)CC(=C)C4=CC(=O)C=CC34C. Drug 2: CN(CC1=CN=C2C(=N1)C(=NC(=N2)N)N)C3=CC=C(C=C3)C(=O)NC(CCC(=O)O)C(=O)O. Cell line: IGROV1. Synergy scores: CSS=48.7, Synergy_ZIP=0.286, Synergy_Bliss=0.318, Synergy_Loewe=-0.796, Synergy_HSA=2.83.